The task is: Predict the reactants needed to synthesize the given product.. This data is from Retrosynthesis with 50K atom-mapped reactions and 10 reaction types from USPTO. (1) Given the product CC(=O)Nc1ccc(S(=O)(=O)Cc2cccc(OC(C)=O)c2)c2cccnc12, predict the reactants needed to synthesize it. The reactants are: CC(=O)Nc1ccc(S(=O)O)c2cccnc12.CC(=O)Oc1cccc(CBr)c1. (2) Given the product CNS(=O)(=O)Cc1ccc2c(c1)c(CC#N)cn2Cc1ccccc1, predict the reactants needed to synthesize it. The reactants are: CNS(=O)(=O)Cc1ccc2[nH]cc(CC#N)c2c1.ClCc1ccccc1. (3) Given the product COC(=O)c1ccc([N+](=O)[O-])c(NC[C@@H]2CCN(C(=O)OC(C)(C)C)C2)c1, predict the reactants needed to synthesize it. The reactants are: CC(C)(C)OC(=O)N1CC[C@@H](CN)C1.COC(=O)c1ccc([N+](=O)[O-])c(F)c1. (4) The reactants are: CCOC(=O)c1n[nH]c2c1CCC(c1cnn(COCC[Si](C)(C)C)c1)C2.C[Si](C)(C)CCOCCl. Given the product CCOC(=O)c1nn(COCC[Si](C)(C)C)c2c1CCC(c1cnn(COCC[Si](C)(C)C)c1)C2, predict the reactants needed to synthesize it. (5) Given the product Cc1c(OC2CCCCO2)cc2c(c1C)OC(C)(CCC=C1SC(=O)NC1=O)CC2, predict the reactants needed to synthesize it. The reactants are: Cc1c(OC2CCCCO2)cc2c(c1C)OC(C)(CCC=O)CC2.O=C1CSC(=O)N1. (6) The reactants are: C[C@H]1COCCN1.Clc1nc(Cl)c2c(n1)CCS2. Given the product C[C@H]1COCCN1c1nc(Cl)nc2c1SCC2, predict the reactants needed to synthesize it. (7) Given the product COC(=O)C(Cc1cnc(Nc2ccccc2)nc1Cl)c1ccc(OC)cc1, predict the reactants needed to synthesize it. The reactants are: COC(=O)C(Cc1cnc(Cl)nc1Cl)c1ccc(OC)cc1.Nc1ccccc1.